Dataset: Forward reaction prediction with 1.9M reactions from USPTO patents (1976-2016). Task: Predict the product of the given reaction. (1) Given the reactants [CH3:1][O:2][C:3]1[CH:4]=[C:5]([NH2:26])[CH:6]=[CH:7][C:8]=1[C:9]1[O:10][C:11]([C:14]2[C:15]([C:20]3[CH:25]=[CH:24][CH:23]=[CH:22][CH:21]=3)=[N:16][O:17][C:18]=2[CH3:19])=[N:12][N:13]=1.C(NC(C)C)(C)C.[C:34](Cl)(=[O:37])[CH2:35][CH3:36], predict the reaction product. The product is: [CH3:1][O:2][C:3]1[CH:4]=[C:5]([NH:26][C:34](=[O:37])[CH2:35][CH3:36])[CH:6]=[CH:7][C:8]=1[C:9]1[O:10][C:11]([C:14]2[C:15]([C:20]3[CH:21]=[CH:22][CH:23]=[CH:24][CH:25]=3)=[N:16][O:17][C:18]=2[CH3:19])=[N:12][N:13]=1. (2) The product is: [Cl:1][C:2]1[C:3]([N:8]2[C:12]([C:13]3[O:23][C:22](=[N:24][CH:25]([CH3:27])[CH3:26])[C:21]4[CH:20]=[CH:19][CH:18]=[C:17]([CH3:28])[C:16]=4[N:15]=3)=[CH:11][C:10]([C:29]([F:30])([F:31])[F:32])=[N:9]2)=[N:4][CH:5]=[CH:6][CH:7]=1. Given the reactants [Cl:1][C:2]1[C:3]([N:8]2[C:12]([C:13]([NH:15][C:16]3[C:21]([C:22]([NH:24][CH:25]([CH3:27])[CH3:26])=[O:23])=[CH:20][CH:19]=[CH:18][C:17]=3[CH3:28])=O)=[CH:11][C:10]([C:29]([F:32])([F:31])[F:30])=[N:9]2)=[N:4][CH:5]=[CH:6][CH:7]=1.C(OCC)(=O)C, predict the reaction product. (3) Given the reactants [NH2:1][C@H:2]([CH2:23][C:24]1[CH:29]=[CH:28][C:27]([Cl:30])=[CH:26][CH:25]=1)[C:3]([N:5]1[CH2:10][CH2:9][C:8]([CH:17]2[CH2:22][CH2:21][CH2:20][CH2:19][CH2:18]2)([CH2:11][N:12]2[CH:16]=[N:15][CH:14]=[N:13]2)[CH2:7][CH2:6]1)=[O:4].C(N(CC)CC)C.[CH3:38][S:39](Cl)(=[O:41])=[O:40].FC(F)(F)C(O)=O, predict the reaction product. The product is: [Cl:30][C:27]1[CH:26]=[CH:25][C:24]([CH2:23][C@@H:2]([NH:1][S:39]([CH3:38])(=[O:41])=[O:40])[C:3]([N:5]2[CH2:10][CH2:9][C:8]([CH:17]3[CH2:18][CH2:19][CH2:20][CH2:21][CH2:22]3)([CH2:11][N:12]3[CH:16]=[N:15][CH:14]=[N:13]3)[CH2:7][CH2:6]2)=[O:4])=[CH:29][CH:28]=1. (4) Given the reactants [CH2:1]([C:3]1[N:20]([C@@H:21]2[C:29]3[C:24](=[CH:25][C:26]([C:30]4[CH:35]=[CH:34][CH:33]=[CH:32][C:31]=4[C:36]4[N:40](C(C5C=CC=CC=5)(C5C=CC=CC=5)C5C=CC=CC=5)[N:39]=[N:38][N:37]=4)=[CH:27][CH:28]=3)[CH2:23][CH2:22]2)[C:6]2=[N:7][C:8]([C:12]#[C:13][C:14]3[CH:15]=[N:16][CH:17]=[CH:18][CH:19]=3)=[CH:9][C:10]([CH3:11])=[C:5]2[N:4]=1)[CH3:2], predict the reaction product. The product is: [NH:40]1[C:36]([C:31]2[CH:32]=[CH:33][CH:34]=[CH:35][C:30]=2[C:26]2[CH:25]=[C:24]3[C:29](=[CH:28][CH:27]=2)[C@@H:21]([N:20]2[C:6]4=[N:7][C:8]([C:12]#[C:13][C:14]5[CH:15]=[N:16][CH:17]=[CH:18][CH:19]=5)=[CH:9][C:10]([CH3:11])=[C:5]4[N:4]=[C:3]2[CH2:1][CH3:2])[CH2:22][CH2:23]3)=[N:37][N:38]=[N:39]1. (5) Given the reactants C([CH:4]1[CH:30]=[C:29]([CH3:31])[CH2:28][CH:27]([CH3:32])[CH2:26][CH:25]([O:33][CH3:34])[CH:24]2[O:35][C:20](O)([CH:21]([CH3:38])[CH2:22][CH:23]2[O:36][CH3:37])[C:19](=[O:40])[C:18](=[O:41])[N:17]2[CH:12]([CH2:13][CH2:14][CH2:15][CH2:16]2)[C:11](=[O:42])[O:10][CH:9](C(C)=CC2CCC(OC(=O)CCCCCCC(O[Si](C(C)(C)C)(C)C)=O)C(OC)C2)[CH:8]([CH3:73])[CH:7](O[Si](C(C)(C)C)(C)C)[CH2:6][C:5]1=[O:82])C=C.C(#N)C.F, predict the reaction product. The product is: [CH3:34][O:33][CH:25]1[CH:24]2[O:35][CH:20]([CH:21]([CH3:38])[CH2:22][CH:23]2[O:36][CH3:37])[C:19](=[O:40])[C:18](=[O:41])[N:17]2[CH:12]([CH2:13][CH2:14][CH2:15][CH2:16]2)[C:11](=[O:42])[O:10][CH2:9][CH:8]([CH3:73])[CH2:7][CH2:6][C:5](=[O:82])[CH2:4][CH:30]=[C:29]([CH3:31])[CH2:28][CH:27]([CH3:32])[CH2:26]1. (6) Given the reactants [Br:1][C:2]1[CH:3]=[C:4]([CH:7]=[C:8]([O:10][CH3:11])[CH:9]=1)[CH:5]=[O:6].[C:12](#[N:14])[CH3:13], predict the reaction product. The product is: [Br:1][C:2]1[CH:3]=[C:4]([CH:5]([OH:6])[CH2:13][C:12]#[N:14])[CH:7]=[C:8]([O:10][CH3:11])[CH:9]=1. (7) Given the reactants [N:1]1[C:10]2[C:5](=[CH:6][CH:7]=[CH:8][CH:9]=2)[CH:4]=[CH:3][C:2]=1[CH2:11][O:12][C:13]1[CH:18]=[CH:17][C:16]([CH2:19][C:20]([O:22]CC)=[O:21])=[CH:15][CH:14]=1.[OH-].[K+], predict the reaction product. The product is: [N:1]1[C:10]2[C:5](=[CH:6][CH:7]=[CH:8][CH:9]=2)[CH:4]=[CH:3][C:2]=1[CH2:11][O:12][C:13]1[CH:14]=[CH:15][C:16]([CH2:19][C:20]([OH:22])=[O:21])=[CH:17][CH:18]=1. (8) Given the reactants [OH:1][CH:2]1[CH2:7][CH2:6][N:5]([C:8]([O:10][C:11]([CH3:14])([CH3:13])[CH3:12])=[O:9])[CH2:4][CH2:3]1.C(N(CC)CC)C.Cl[C:23]([O:25][C:26]1[CH:31]=[CH:30][C:29]([N+:32]([O-:34])=[O:33])=[CH:28][CH:27]=1)=[O:24], predict the reaction product. The product is: [N+:32]([C:29]1[CH:30]=[CH:31][C:26]([O:25][C:23]([O:1][CH:2]2[CH2:3][CH2:4][N:5]([C:8]([O:10][C:11]([CH3:14])([CH3:13])[CH3:12])=[O:9])[CH2:6][CH2:7]2)=[O:24])=[CH:27][CH:28]=1)([O-:34])=[O:33]. (9) Given the reactants Cl[C:2]1[S:3][C:4]2[CH:10]=[CH:9][CH:8]=[C:7]([Cl:11])[C:5]=2[N:6]=1.[NH2:12][C:13]1[CH:18]=[C:17]([Cl:19])[C:16]([OH:20])=[C:15]([Cl:21])[CH:14]=1.C([O-])([O-])=O.[K+].[K+], predict the reaction product. The product is: [Cl:19][C:17]1[CH:18]=[C:13]([NH2:12])[CH:14]=[C:15]([Cl:21])[C:16]=1[O:20][C:2]1[S:3][C:4]2[CH:10]=[CH:9][CH:8]=[C:7]([Cl:11])[C:5]=2[N:6]=1. (10) Given the reactants [OH:1][CH2:2][CH2:3][CH2:4][NH:5][CH:6]1[CH2:11][CH2:10][CH2:9][N:8]([C:12]([O:14][C:15]([CH3:18])([CH3:17])[CH3:16])=[O:13])[CH2:7]1.Cl[C:20]1[N:25]=[C:24]([N:26]2[CH2:31][CH2:30][O:29][CH2:28][CH2:27]2)[N:23]=[C:22]([N:32]2[C:36]3[CH:37]=[CH:38][CH:39]=[C:40]([O:41][CH3:42])[C:35]=3[N:34]=[C:33]2[CH:43]([F:45])[F:44])[N:21]=1.CCN(C(C)C)C(C)C, predict the reaction product. The product is: [F:45][CH:43]([F:44])[C:33]1[N:32]([C:22]2[N:23]=[C:24]([N:26]3[CH2:31][CH2:30][O:29][CH2:28][CH2:27]3)[N:25]=[C:20]([N:5]([CH2:4][CH2:3][CH2:2][OH:1])[CH:6]3[CH2:11][CH2:10][CH2:9][N:8]([C:12]([O:14][C:15]([CH3:18])([CH3:17])[CH3:16])=[O:13])[CH2:7]3)[N:21]=2)[C:36]2[CH:37]=[CH:38][CH:39]=[C:40]([O:41][CH3:42])[C:35]=2[N:34]=1.